Dataset: Reaction yield outcomes from USPTO patents with 853,638 reactions. Task: Predict the reaction yield, written as a fraction of the theoretical maximum amount of product (1.0 means a 100% yield; for example, 0.34 means a 34% yield). (1) The reactants are [CH3:1][C:2]1[CH:8]=[CH:7][C:6]([O:9][CH2:10][CH:11]=[CH2:12])=[CH:5][C:3]=1[NH2:4].[Cl:13][C:14]1[N:19]=[C:18](Cl)[CH:17]=[CH:16][N:15]=1.C(=O)(O)[O-].[Na+].ClN1C=CC(Cl)=NC1. The catalyst is C(O)(C)(C)C.CCOC(C)=O.O. The product is [Cl:13][C:14]1[N:19]=[C:18]([NH:4][C:3]2[CH:5]=[C:6]([O:9][CH2:10][CH:11]=[CH2:12])[CH:7]=[CH:8][C:2]=2[CH3:1])[CH:17]=[CH:16][N:15]=1. The yield is 0.200. (2) The reactants are Br[C:2]1[CH:7]=[C:6]([F:8])[C:5]([F:9])=[CH:4][C:3]=1[C:10]1[CH:15]=[CH:14][C:13]([S:16]([CH3:19])(=[O:18])=[O:17])=[CH:12][CH:11]=1.[O:20]1[C:24]2[CH:25]=[CH:26][C:27](B(O)O)=[CH:28][C:23]=2[O:22][CH2:21]1. No catalyst specified. The product is [F:9][C:5]1[C:6]([F:8])=[CH:7][C:2]([C:27]2[CH:26]=[CH:25][C:24]3[O:20][CH2:21][O:22][C:23]=3[CH:28]=2)=[C:3]([C:10]2[CH:15]=[CH:14][C:13]([S:16]([CH3:19])(=[O:18])=[O:17])=[CH:12][CH:11]=2)[CH:4]=1. The yield is 0.990. (3) The reactants are Cl[C:2]1[N:7]=[C:6]([C:8]([F:11])([F:10])[F:9])[N:5]=[C:4]([O:12][C:13]2[CH:18]=[CH:17][C:16]([CH2:19][CH2:20][NH:21][C:22]3[C:31]4[C:26](=[C:27]([F:33])[CH:28]=[CH:29][C:30]=4[F:32])[N:25]=[CH:24][N:23]=3)=[CH:15][CH:14]=2)[CH:3]=1.C(N(CC)CC)C.[H][H]. The catalyst is CCO.[Pd]. The product is [F:32][C:30]1[CH:29]=[CH:28][C:27]([F:33])=[C:26]2[C:31]=1[C:22]([NH:21][CH2:20][CH2:19][C:16]1[CH:15]=[CH:14][C:13]([O:12][C:4]3[CH:3]=[CH:2][N:7]=[C:6]([C:8]([F:9])([F:10])[F:11])[N:5]=3)=[CH:18][CH:17]=1)=[N:23][CH:24]=[N:25]2. The yield is 0.420. (4) The reactants are [NH:1]([C:3]1[C:8]([O:9][CH3:10])=[CH:7][C:6]([N+:11]([O-:13])=[O:12])=[CH:5][N:4]=1)[NH2:2].[CH3:14][C:15](OC(C)=O)=[O:16]. The catalyst is O1CCOCC1. The product is [CH3:10][O:9][C:8]1[C:3]([NH:1][NH:2][C:15](=[O:16])[CH3:14])=[N:4][CH:5]=[C:6]([N+:11]([O-:13])=[O:12])[CH:7]=1. The yield is 0.950. (5) The reactants are [C:1]1([C@@H:13]2[CH2:18][CH2:17][CH2:16][N:15](C(OC(C)(C)C)=O)[CH2:14]2)[N:5]2[C:6]3[CH:12]=[CH:11][NH:10][C:7]=3[N:8]=[CH:9][C:4]2=[CH:3][N:2]=1.O1CCOCC1.[ClH:32]. The catalyst is CCOCC. The product is [ClH:32].[NH:15]1[CH2:16][CH2:17][CH2:18][C@@H:13]([C:1]2[N:5]3[C:6]4[CH:12]=[CH:11][NH:10][C:7]=4[N:8]=[CH:9][C:4]3=[CH:3][N:2]=2)[CH2:14]1. The yield is 0.940. (6) The reactants are Cl[C:2]1[N:11]=[CH:10][C:9]2[N:8]([CH:12]([C:14]3[CH:19]=[CH:18][CH:17]=[CH:16][CH:15]=3)[CH3:13])[C:7](=[O:20])[C@@H:6]3[CH2:21][O:22][CH2:23][CH2:24][N:5]3[C:4]=2[N:3]=1.B1([C:34]2[NH:38][N:37]=[CH:36][CH:35]=2)OC(C)(C)C(C)(C)O1.O1CCOCC1.C([O-])(O)=O.[Na+]. The catalyst is [Pd].Cl[Pd]Cl.C1(P(C2C=CC=CC=2)[C-]2C=CC=C2)C=CC=CC=1.[C-]1(P(C2C=CC=CC=2)C2C=CC=CC=2)C=CC=C1.[Fe+2].CN(C=O)C. The product is [C:14]1([C@@H:12]([N:8]2[C:7](=[O:20])[CH:6]3[CH2:21][O:22][CH2:23][CH2:24][N:5]3[C:4]3[N:3]=[C:2]([C:36]4[CH:35]=[CH:34][NH:38][N:37]=4)[N:11]=[CH:10][C:9]2=3)[CH3:13])[CH:19]=[CH:18][CH:17]=[CH:16][CH:15]=1. The yield is 0.140.